Dataset: Full USPTO retrosynthesis dataset with 1.9M reactions from patents (1976-2016). Task: Predict the reactants needed to synthesize the given product. (1) The reactants are: [C:1]([NH:11][C:12]1([CH2:15][OH:16])[CH2:14][CH2:13]1)([O:3][CH2:4][C:5]1[CH:10]=[CH:9][CH:8]=[CH:7][CH:6]=1)=[O:2].CCN(C(C)C)C(C)C.[CH3:26][S:27](Cl)(=[O:29])=[O:28]. Given the product [C:1]([NH:11][C:12]1([CH2:15][O:16][S:27]([CH3:26])(=[O:29])=[O:28])[CH2:13][CH2:14]1)([O:3][CH2:4][C:5]1[CH:10]=[CH:9][CH:8]=[CH:7][CH:6]=1)=[O:2], predict the reactants needed to synthesize it. (2) Given the product [C:29]([NH:33][C:20]([C:7]1([CH:1]2[CH2:6][CH2:5][CH2:4][CH2:3][CH2:2]2)[CH2:13][CH:12]2[N:14]([C:15]([O:17][CH2:18][CH3:19])=[O:16])[CH:9]([CH2:10][CH2:11]2)[CH2:8]1)=[O:22])([CH3:32])([CH3:31])[CH3:30], predict the reactants needed to synthesize it. The reactants are: [CH:1]1([C:7]2([C:20]([OH:22])=O)[CH2:13][CH:12]3[N:14]([C:15]([O:17][CH2:18][CH3:19])=[O:16])[CH:9]([CH2:10][CH2:11]3)[CH2:8]2)[CH2:6][CH2:5][CH2:4][CH2:3][CH2:2]1.C(Cl)(=O)C(Cl)=O.[C:29]([NH2:33])([CH3:32])([CH3:31])[CH3:30]. (3) Given the product [C:1]([O:5][C:6]([N:8]1[CH2:12][CH2:11][CH2:10][C@H:9]1[CH:13]([CH2:14][C:15]1[CH:16]=[CH:17][C:18]([Cl:21])=[CH:19][CH:20]=1)[O:22][C:23]1[CH:24]=[C:25]2[C:29](=[CH:30][CH:31]=1)[NH:28][C:27]([CH2:32][C:33]([C:36]([OH:38])=[O:37])([CH3:35])[CH3:34])=[C:26]2[S:41][C:42]([CH3:43])([CH3:44])[CH3:45])=[O:7])([CH3:2])([CH3:3])[CH3:4], predict the reactants needed to synthesize it. The reactants are: [C:1]([O:5][C:6]([N:8]1[CH2:12][CH2:11][CH2:10][C@H:9]1[CH:13]([O:22][C:23]1[CH:24]=[C:25]2[C:29](=[CH:30][CH:31]=1)[NH:28][C:27]([CH2:32][C:33]([C:36]([O:38]CC)=[O:37])([CH3:35])[CH3:34])=[C:26]2[S:41][C:42]([CH3:45])([CH3:44])[CH3:43])[CH2:14][C:15]1[CH:20]=[CH:19][C:18]([Cl:21])=[CH:17][CH:16]=1)=[O:7])([CH3:4])([CH3:3])[CH3:2].C1COCC1.[OH-].[Li+].C(O)(=O)CC(CC(O)=O)(C(O)=O)O. (4) The reactants are: [C:1]1([OH:7])[CH:6]=[CH:5][CH:4]=[CH:3][CH:2]=1.C([O-])([O-])=O.[K+].[K+].[C:14]([C:18]1[N:23]=[C:22]([N:24]2[CH2:29][CH2:28][N:27]([CH2:30][CH2:31][CH2:32][CH2:33][N:34]3[CH:39]=[C:38]([CH3:40])[C:37](SC#N)=[N:36][C:35]3=[O:44])[CH2:26][CH2:25]2)[CH:21]=[C:20]([C:45]([F:48])([F:47])[F:46])[N:19]=1)([CH3:17])([CH3:16])[CH3:15]. Given the product [C:14]([C:18]1[N:23]=[C:22]([N:24]2[CH2:29][CH2:28][N:27]([CH2:30][CH2:31][CH2:32][CH2:33][N:34]3[CH:39]=[C:38]([CH3:40])[C:37]([O:7][C:1]4[CH:6]=[CH:5][CH:4]=[CH:3][CH:2]=4)=[N:36][C:35]3=[O:44])[CH2:26][CH2:25]2)[CH:21]=[C:20]([C:45]([F:46])([F:48])[F:47])[N:19]=1)([CH3:15])([CH3:16])[CH3:17], predict the reactants needed to synthesize it. (5) Given the product [C:1]([CH:3]1[CH2:6][N:5]([C:7](=[O:31])[C@H:8]([NH:10][C:11]([C:13]2[C:21]3[C:16](=[N:17][CH:18]=[C:19]([C:39]4[CH:40]=[C:35]([CH:36]=[CH:37][CH:38]=4)[C:32]([OH:34])=[O:33])[N:20]=3)[N:15]([CH2:23][O:24][CH2:25][CH2:26][Si:27]([CH3:30])([CH3:29])[CH3:28])[CH:14]=2)=[O:12])[CH3:9])[CH2:4]1)#[N:2], predict the reactants needed to synthesize it. The reactants are: [C:1]([CH:3]1[CH2:6][N:5]([C:7](=[O:31])[C@H:8]([NH:10][C:11]([C:13]2[C:21]3[C:16](=[N:17][CH:18]=[C:19](Br)[N:20]=3)[N:15]([CH2:23][O:24][CH2:25][CH2:26][Si:27]([CH3:30])([CH3:29])[CH3:28])[CH:14]=2)=[O:12])[CH3:9])[CH2:4]1)#[N:2].[C:32]([C:35]1[CH:36]=[C:37](B(O)O)[CH:38]=[CH:39][CH:40]=1)([OH:34])=[O:33].C([O-])([O-])=O.[Na+].[Na+].Cl. (6) Given the product [NH2:1][C:2]1[C:3]([C:36]2[CH:35]=[C:34]([NH:33][S:30]([CH3:29])(=[O:31])=[O:32])[CH:39]=[C:38]([C:40]([F:42])([F:43])[F:41])[CH:37]=2)=[C:4]([NH:8][C@H:9]([C:11]2[N:16]([C:17]3[CH:22]=[CH:21][CH:20]=[CH:19][CH:18]=3)[C:15](=[O:23])[C:14]3=[C:24]([CH3:27])[CH:25]=[CH:26][N:13]3[N:12]=2)[CH3:10])[N:5]=[CH:6][N:7]=1, predict the reactants needed to synthesize it. The reactants are: [NH2:1][C:2]1[N:7]=[CH:6][N:5]=[C:4]([NH:8][C@H:9]([C:11]2[N:16]([C:17]3[CH:22]=[CH:21][CH:20]=[CH:19][CH:18]=3)[C:15](=[O:23])[C:14]3=[C:24]([CH3:27])[CH:25]=[CH:26][N:13]3[N:12]=2)[CH3:10])[C:3]=1Br.[CH3:29][S:30]([NH:33][C:34]1[CH:35]=[C:36](B(O)O)[CH:37]=[C:38]([C:40]([F:43])([F:42])[F:41])[CH:39]=1)(=[O:32])=[O:31].C(=O)([O-])[O-].[Cs+].[Cs+].